From a dataset of Full USPTO retrosynthesis dataset with 1.9M reactions from patents (1976-2016). Predict the reactants needed to synthesize the given product. Given the product [C:49]1([S:55]([N:58]2[CH2:62][C@@H:61]([C:63]([N:65]3[CH2:66][CH2:67][N:68]([C:71]4[CH:76]=[C:75]([CH3:77])[CH:74]=[CH:73][C:72]=4[CH3:78])[CH2:69][CH2:70]3)=[O:64])[N:60]([C:81]3[CH:86]=[CH:85][CH:84]=[CH:83][N:82]=3)[C:59]2=[O:79])(=[O:57])=[O:56])[CH:54]=[CH:53][CH:52]=[CH:51][CH:50]=1, predict the reactants needed to synthesize it. The reactants are: CC1(C)C2C=CC=C(P(C3C=CC=CC=3)C3C=CC=CC=3)C=2OC2C1=CC=CC=2P(C1C=CC=CC=1)C1C=CC=CC=1.C(=O)([O-])[O-].[Cs+].[Cs+].[C:49]1([S:55]([N:58]2[CH2:62][C@@H:61]([C:63]([N:65]3[CH2:70][CH2:69][N:68]([C:71]4[CH:76]=[C:75]([CH3:77])[CH:74]=[CH:73][C:72]=4[CH3:78])[CH2:67][CH2:66]3)=[O:64])[NH:60][C:59]2=[O:79])(=[O:57])=[O:56])[CH:54]=[CH:53][CH:52]=[CH:51][CH:50]=1.Br[C:81]1[CH:86]=[CH:85][CH:84]=[CH:83][N:82]=1.C([O-])(O)=O.[Na+].